Dataset: CYP1A2 inhibition data for predicting drug metabolism from PubChem BioAssay. Task: Regression/Classification. Given a drug SMILES string, predict its absorption, distribution, metabolism, or excretion properties. Task type varies by dataset: regression for continuous measurements (e.g., permeability, clearance, half-life) or binary classification for categorical outcomes (e.g., BBB penetration, CYP inhibition). Dataset: cyp1a2_veith. (1) The drug is C[C@H](NC(=O)Cn1cncn1)c1ccccc1. The result is 0 (non-inhibitor). (2) The compound is Cc1ccc(S(=O)(=O)N[C@@H](Cc2ccccc2)C(=O)CCl)cc1. The result is 1 (inhibitor). (3) The compound is CCn1cc(C(=O)O)c(=O)c2cnc(N3CCCC3)nc21. The result is 0 (non-inhibitor). (4) The molecule is Cc1ccc(Oc2ccccc2/C=C2\SC(=O)N(C)C2=O)cc1. The result is 1 (inhibitor). (5) The drug is CN(C)c1ncc2ncc(=O)n(C3CC3)c2n1. The result is 1 (inhibitor). (6) The compound is N#C/C(=C\c1ccc(Oc2ccc(C(F)(F)F)cc2[N+](=O)[O-])cc1)c1nc2ccccc2[nH]1. The result is 0 (non-inhibitor).